This data is from Reaction yield outcomes from USPTO patents with 853,638 reactions. The task is: Predict the reaction yield, written as a fraction of the theoretical maximum amount of product (1.0 means a 100% yield; for example, 0.34 means a 34% yield). (1) The reactants are C1(C)C=CC(S(O)(=O)=O)=CC=1.[CH3:12][C:13]1[C:21]([C:22]2[S:23]C(C3NC=NN=3)=C(C3C=CC=CC=3)[N:26]=2)=[C:16]2[CH:17]=[CH:18][CH:19]=[CH:20][N:15]2[N:14]=1.Cl[CH:39]([C:45]([C:47]1[CH:52]=[CH:51][CH:50]=[CH:49][C:48]=1[F:53])=O)[C:40]([O:42][CH2:43][CH3:44])=[O:41]. The catalyst is CC(O)C. The product is [F:53][C:48]1[CH:49]=[CH:50][CH:51]=[CH:52][C:47]=1[C:45]1[N:26]=[C:22]([C:21]2[C:13]([CH3:12])=[N:14][N:15]3[CH:20]=[CH:19][CH:18]=[CH:17][C:16]=23)[S:23][C:39]=1[C:40]([O:42][CH2:43][CH3:44])=[O:41]. The yield is 0.680. (2) The yield is 0.850. The reactants are NN.C(O)=O.[N:6]1([CH2:11][CH2:12][NH:13][C:14]2[N:19]=[C:18]([C:20]3[S:24][C:23]4[C:25]([C:29]5[C:34]([C@H:35]([N:37]=[N+]=[N-])[CH3:36])=[CH:33][N:32]=[C:31]([F:40])[CH:30]=5)=[CH:26][CH:27]=[CH:28][C:22]=4[CH:21]=3)[CH:17]=[CH:16][N:15]=2)[CH:10]=[CH:9][N:8]=[N:7]1. The catalyst is C(O)C.[Ni]. The product is [N:6]1([CH2:11][CH2:12][NH:13][C:14]2[N:19]=[C:18]([C:20]3[S:24][C:23]4[C:25]([C:29]5[C:34]([C@H:35]([NH2:37])[CH3:36])=[CH:33][N:32]=[C:31]([F:40])[CH:30]=5)=[CH:26][CH:27]=[CH:28][C:22]=4[CH:21]=3)[CH:17]=[CH:16][N:15]=2)[CH:10]=[CH:9][N:8]=[N:7]1.